This data is from Forward reaction prediction with 1.9M reactions from USPTO patents (1976-2016). The task is: Predict the product of the given reaction. Given the reactants [CH3:1][O:2][CH2:3][CH2:4][CH2:5][CH2:6][CH2:7][O:8][CH:9]1[CH2:14][CH2:13][N:12](C(OC(C)(C)C)=O)[CH2:11][CH2:10]1.C(OC(=O)C)C.Cl, predict the reaction product. The product is: [CH3:1][O:2][CH2:3][CH2:4][CH2:5][CH2:6][CH2:7][O:8][CH:9]1[CH2:10][CH2:11][NH:12][CH2:13][CH2:14]1.